This data is from Forward reaction prediction with 1.9M reactions from USPTO patents (1976-2016). The task is: Predict the product of the given reaction. (1) Given the reactants [Cl:1][C:2]1[C:7]([C:8](OCC)=[O:9])=[CH:6][N:5]=[C:4]([S:13][CH3:14])[N:3]=1.[H-].C([Al+]CC(C)C)C(C)C.C1(C)C=CC=CC=1.C(OCC)C, predict the reaction product. The product is: [Cl:1][C:2]1[C:7]([CH2:8][OH:9])=[CH:6][N:5]=[C:4]([S:13][CH3:14])[N:3]=1. (2) Given the reactants [C:1]([O:5][C@@H:6]([CH3:21])[C@H:7]([NH:10]C(=O)OCC1C=CC=CC=1)[CH2:8][OH:9])([CH3:4])([CH3:3])[CH3:2].[H][H].O, predict the reaction product. The product is: [NH2:10][C@@H:7]([C@@H:6]([O:5][C:1]([CH3:2])([CH3:4])[CH3:3])[CH3:21])[CH2:8][OH:9].